Dataset: Forward reaction prediction with 1.9M reactions from USPTO patents (1976-2016). Task: Predict the product of the given reaction. Given the reactants [OH:1][C:2]1[C:6]2([CH2:11][CH2:10][N:9]([O:12][CH3:13])[CH2:8][CH2:7]2)[O:5][C:4](=[O:14])[C:3]=1[C:15]1[C:20]([CH3:21])=[CH:19][C:18]([CH3:22])=[CH:17][C:16]=1[CH3:23].C(N(CC)CC)C.Cl[C:32]([O:34][CH2:35][CH3:36])=[O:33].O, predict the reaction product. The product is: [CH3:13][O:12][N:9]1[CH2:10][CH2:11][C:6]2([O:5][C:4](=[O:14])[C:3]([C:15]3[C:20]([CH3:21])=[CH:19][C:18]([CH3:22])=[CH:17][C:16]=3[CH3:23])=[C:2]2[O:1][C:32](=[O:33])[O:34][CH2:35][CH3:36])[CH2:7][CH2:8]1.